Dataset: Forward reaction prediction with 1.9M reactions from USPTO patents (1976-2016). Task: Predict the product of the given reaction. (1) Given the reactants [CH2:1](SCCCC)[CH2:2]CC.[N:10]1[CH:15]=[CH:14][CH:13]=[CH:12][C:11]=1[Li].[CH3:17][C:18]1[C:26]2[C:22](=[CH:23][N:24]([CH2:27][O:28][CH2:29][CH2:30][Si:31]([CH3:34])([CH3:33])[CH3:32])[N:25]=2)[CH:21]=[C:20]([CH2:35][CH:36]=[CH:37][C:38]([O:40][CH2:41][CH3:42])=[O:39])[CH:19]=1, predict the reaction product. The product is: [CH2:1]([C:13]1[CH:14]=[CH:15][N:10]=[C:11]([CH:36]([CH2:35][C:20]2[CH:19]=[C:18]([CH3:17])[C:26]3[C:22](=[CH:23][N:24]([CH2:27][O:28][CH2:29][CH2:30][Si:31]([CH3:32])([CH3:33])[CH3:34])[N:25]=3)[CH:21]=2)[CH2:37][C:38]([O:40][CH2:41][CH3:42])=[O:39])[CH:12]=1)[CH3:2]. (2) Given the reactants O.[OH-].[Li+].C([O:6][C:7](=[O:31])[CH:8]([O:28][CH2:29][CH3:30])[CH2:9][C:10]1[CH:15]=[CH:14][C:13]([O:16][CH2:17][CH2:18][C:19]2[CH:24]=[CH:23][C:22]([N:25]([CH3:27])[CH3:26])=[CH:21][CH:20]=2)=[CH:12][CH:11]=1)C.Cl, predict the reaction product. The product is: [CH3:27][N:25]([CH3:26])[C:22]1[CH:23]=[CH:24][C:19]([CH2:18][CH2:17][O:16][C:13]2[CH:14]=[CH:15][C:10]([CH2:9][CH:8]([O:28][CH2:29][CH3:30])[C:7]([OH:31])=[O:6])=[CH:11][CH:12]=2)=[CH:20][CH:21]=1.